This data is from Forward reaction prediction with 1.9M reactions from USPTO patents (1976-2016). The task is: Predict the product of the given reaction. Given the reactants I[C:2]1[C:11]([NH:12][CH:13]([CH2:16][CH3:17])[CH2:14][CH3:15])=[CH:10][C:5]([C:6]([O:8][CH3:9])=[O:7])=[C:4]([C:18]([F:21])([F:20])[F:19])[CH:3]=1.[CH3:22][N:23](C=O)C, predict the reaction product. The product is: [C:22]([C:2]1[C:11]([NH:12][CH:13]([CH2:16][CH3:17])[CH2:14][CH3:15])=[CH:10][C:5]([C:6]([O:8][CH3:9])=[O:7])=[C:4]([C:18]([F:21])([F:20])[F:19])[CH:3]=1)#[N:23].